This data is from Forward reaction prediction with 1.9M reactions from USPTO patents (1976-2016). The task is: Predict the product of the given reaction. (1) Given the reactants [CH3:1][N:2]([CH3:32])[C:3]1[N:12]=[C:11]([NH:13][CH2:14][C:15]2[CH:20]=[CH:19][C:18]([NH:21][C:22](=[O:30])[C:23]3[CH:28]=[CH:27][C:26]([F:29])=[CH:25][CH:24]=3)=[CH:17][CH:16]=2)[C:10]2[C:5](=[CH:6][C:7](I)=[CH:8][CH:9]=2)[N:4]=1.C([Sn](CCCC)(CCCC)[C:38]([O:40]CC)=[CH2:39])CCC.O, predict the reaction product. The product is: [C:38]([C:7]1[CH:6]=[C:5]2[C:10]([C:11]([NH:13][CH2:14][C:15]3[CH:16]=[CH:17][C:18]([NH:21][C:22](=[O:30])[C:23]4[CH:24]=[CH:25][C:26]([F:29])=[CH:27][CH:28]=4)=[CH:19][CH:20]=3)=[N:12][C:3]([N:2]([CH3:32])[CH3:1])=[N:4]2)=[CH:9][CH:8]=1)(=[O:40])[CH3:39]. (2) Given the reactants [CH3:1][NH:2][CH2:3][C@@H:4]([C:17]1[CH:26]=[CH:25][C:24]2[C:19](=[CH:20][CH:21]=[CH:22][CH:23]=2)[CH:18]=1)[C@H:5]([C:11]1[CH:16]=[CH:15][CH:14]=[CH:13][CH:12]=1)[O:6][CH2:7][C:8]([OH:10])=O.C([O-])(=O)C.[Na+].C1(C)C=CC=CC=1.C(=O)(O)[O-].[Na+], predict the reaction product. The product is: [CH3:1][N:2]1[CH2:3][C@@H:4]([C:17]2[CH:26]=[CH:25][C:24]3[C:19](=[CH:20][CH:21]=[CH:22][CH:23]=3)[CH:18]=2)[C@H:5]([C:11]2[CH:16]=[CH:15][CH:14]=[CH:13][CH:12]=2)[O:6][CH2:7][C:8]1=[O:10]. (3) Given the reactants [CH3:1][CH:2]([CH3:19])[CH2:3][N:4]([CH2:11][C:12]1[S:16][C:15]([CH3:17])=[N:14][C:13]=1[CH3:18])[CH:5]1[CH2:10][CH2:9][NH:8][CH2:7][CH2:6]1.[C:20]([OH:29])(=[O:28])[C@@H:21]([C@H:23]([C:25]([OH:27])=[O:26])[OH:24])[OH:22], predict the reaction product. The product is: [C:25]([CH:23]([CH:21]([C:20]([OH:29])=[O:28])[OH:22])[OH:24])([OH:27])=[O:26].[CH3:1][CH:2]([CH3:19])[CH2:3][N:4]([CH2:11][C:12]1[S:16][C:15]([CH3:17])=[N:14][C:13]=1[CH3:18])[CH:5]1[CH2:10][CH2:9][NH:8][CH2:7][CH2:6]1. (4) The product is: [S:28]([OH:32])([OH:31])(=[O:30])=[O:29].[CH2:1]([O:8][C@@H:9]1[CH2:13][CH2:12][NH:11][CH2:10]1)[C:2]1[CH:3]=[CH:4][CH:5]=[CH:6][CH:7]=1. Given the reactants [CH2:1]([O:8][C@@H:9]1[CH2:13][CH2:12][NH:11][CH2:10]1)[C:2]1[CH:7]=[CH:6][CH:5]=[CH:4][CH:3]=1.O[C@@H]1CCNC1.C(O)C1C=CC=CC=1.[S:28](=[O:32])(=[O:31])([OH:30])[OH:29], predict the reaction product. (5) Given the reactants C(OC(=O)C)(=[O:3])C.[CH3:8][O:9][C:10]1[CH:11]=[C:12]2[C:17](=[CH:18][CH:19]=1)[N+:16]([O-])=[CH:15][CH:14]=[CH:13]2, predict the reaction product. The product is: [CH3:8][O:9][C:10]1[CH:11]=[C:12]2[C:17](=[CH:18][CH:19]=1)[NH:16][C:15](=[O:3])[CH:14]=[CH:13]2.